This data is from Reaction yield outcomes from USPTO patents with 853,638 reactions. The task is: Predict the reaction yield, written as a fraction of the theoretical maximum amount of product (1.0 means a 100% yield; for example, 0.34 means a 34% yield). The product is [N:1]1([NH:7][C:8]([C:10]2[C:14]([CH3:15])=[C:13]([C:16]3[CH:17]=[CH:18][C:19]([CH2:22][CH2:23][CH2:24][OH:25])=[CH:20][CH:21]=3)[N:12]([C:26]3[CH:31]=[CH:30][C:29]([Cl:32])=[CH:28][C:27]=3[Cl:33])[N:11]=2)=[O:9])[CH2:6][CH2:5][CH2:4][CH2:3][CH2:2]1. The yield is 0.760. The catalyst is C1COCC1.[Pd]. The reactants are [N:1]1([NH:7][C:8]([C:10]2[C:14]([CH3:15])=[C:13]([C:16]3[CH:21]=[CH:20][C:19]([C:22]#[C:23][CH2:24][OH:25])=[CH:18][CH:17]=3)[N:12]([C:26]3[CH:31]=[CH:30][C:29]([Cl:32])=[CH:28][C:27]=3[Cl:33])[N:11]=2)=[O:9])[CH2:6][CH2:5][CH2:4][CH2:3][CH2:2]1.C(Cl)Cl.